Predict the product of the given reaction. From a dataset of Forward reaction prediction with 1.9M reactions from USPTO patents (1976-2016). (1) Given the reactants [NH2:1][C:2]1[CH:3]=[C:4]([CH:9]=[CH:10][C:11]=1[OH:12])[C:5]([O:7][CH3:8])=[O:6].C(=O)([O-])[O-].[K+].[K+].Br[CH:20](Br)[CH3:21], predict the reaction product. The product is: [O:12]1[C:11]2[CH:10]=[CH:9][C:4]([C:5]([O:7][CH3:8])=[O:6])=[CH:3][C:2]=2[NH:1][CH2:21][CH2:20]1. (2) Given the reactants [NH2:1][C:2]1[CH:3]=[C:4]2[C:8](=[CH:9][CH:10]=1)[NH:7][CH:6]=[CH:5]2.ON1C2C=CC=CC=2N=N1.Cl.CN(C)CCCN=C=NCC.[Cl:33][C:34]1[CH:35]=[C:36]([CH:40]=[CH:41][C:42]=1[CH3:43])[C:37](O)=[O:38], predict the reaction product. The product is: [Cl:33][C:34]1[CH:35]=[C:36]([CH:40]=[CH:41][C:42]=1[CH3:43])[C:37]([NH:1][C:2]1[CH:3]=[C:4]2[C:8](=[CH:9][CH:10]=1)[NH:7][CH:6]=[CH:5]2)=[O:38]. (3) Given the reactants [OH:1][CH2:2][C:3]1[CH:4]=[CH:5][C:6]([CH3:11])=[C:7]([CH:10]=1)[CH:8]=[O:9].OOS([O-])=O.[K+].Cl.[OH2:19].[CH3:20]O, predict the reaction product. The product is: [OH:1][CH2:2][C:3]1[CH:4]=[CH:5][C:6]([CH3:11])=[C:7]([CH:10]=1)[C:8]([O:19][CH3:20])=[O:9]. (4) Given the reactants [Br:1][C:2]1[CH:8]=[CH:7][C:6]([CH3:9])=[CH:5][C:3]=1[NH2:4].[N:10]([O-])=O.[Na+].[Sn](Cl)(Cl)(Cl)[Cl:15].[OH-].[Na+], predict the reaction product. The product is: [ClH:15].[Br:1][C:2]1[CH:8]=[CH:7][C:6]([CH3:9])=[CH:5][C:3]=1[NH:4][NH2:10]. (5) Given the reactants Cl[C:2]1[N:7]=[C:6]([NH:8][CH2:9][C:10]2[CH:15]=[CH:14][CH:13]=[C:12]([F:16])[CH:11]=2)[CH:5]=[N:4][CH:3]=1.[F:17][C:18]1[CH:23]=[C:22](B(O)O)[CH:21]=[CH:20][N:19]=1.COCCOC.C(=O)([O-])[O-].[Na+].[Na+], predict the reaction product. The product is: [F:16][C:12]1[CH:11]=[C:10]([CH:15]=[CH:14][CH:13]=1)[CH2:9][NH:8][C:6]1[CH:5]=[N:4][CH:3]=[C:2]([C:22]2[CH:21]=[CH:20][N:19]=[C:18]([F:17])[CH:23]=2)[N:7]=1. (6) Given the reactants [OH:1][C:2]1[CH:19]=[C:18]([O:20][CH3:21])[CH:17]=[C:16]2[C:3]=1[C@@:4]1(C)[C@H:13]([CH2:14][S:15]2(=[O:23])=[O:22])[C@:12]2([CH3:24])[C@H:7]([C:8]([CH3:26])([CH3:25])[CH2:9][CH2:10][CH2:11]2)[CH2:6][CH2:5]1.C(N(CC)CC)C.[F:35][C:36]([F:49])([F:48])[S:37](O[S:37]([C:36]([F:49])([F:48])[F:35])(=[O:39])=[O:38])(=[O:39])=[O:38], predict the reaction product. The product is: [F:35][C:36]([F:49])([F:48])[S:37]([O:1][C:2]1[CH:19]=[C:18]([O:20][CH3:21])[CH:17]=[C:16]2[C:3]=1[C@H:4]1[C@H:13]([CH2:14][S:15]2(=[O:23])=[O:22])[C@:12]2([CH3:24])[C@H:7]([C:8]([CH3:26])([CH3:25])[CH2:9][CH2:10][CH2:11]2)[CH2:6][CH2:5]1)(=[O:39])=[O:38].